This data is from Catalyst prediction with 721,799 reactions and 888 catalyst types from USPTO. The task is: Predict which catalyst facilitates the given reaction. (1) Reactant: Cl.[CH3:2][NH:3][C:4]1[CH:5]=[CH:6][CH:7]=[C:8]2[C:12]=1[NH:11][C:10]([C:13]1[S:14][CH:15]=[CH:16][N:17]=1)=[CH:9]2.C(N(CC)CC)C.[N:25]([C:28]1[CH:32]=[CH:31][S:30][CH:29]=1)=[C:26]=[O:27]. Product: [CH3:2][N:3]([C:4]1[CH:5]=[CH:6][CH:7]=[C:8]2[C:12]=1[NH:11][C:10]([C:13]1[S:14][CH:15]=[CH:16][N:17]=1)=[CH:9]2)[C:26]([NH:25][C:28]1[CH:32]=[CH:31][S:30][CH:29]=1)=[O:27]. The catalyst class is: 7. (2) The catalyst class is: 23. Reactant: C1C2C(COC([N:18]3[CH2:23][C@@H:22]([NH:24][C:25](=[O:32])[CH:26]([CH2:30][OH:31])[CH:27]([CH3:29])[CH3:28])[CH2:21][C@@H:20]([C:33](=[O:56])[N:34]([CH:53]4[CH2:55][CH2:54]4)[C:35]4[CH:36]=[CH:37][C:38]5[O:43][C:42]([CH3:45])([CH3:44])[C:41](=[O:46])[N:40]([CH2:47][CH2:48][CH2:49][O:50][CH3:51])[C:39]=5[CH:52]=4)[CH2:19]3)=O)C3C(=CC=CC=3)C=2C=CC=1. Product: [CH:53]1([N:34]([C:35]2[CH:36]=[CH:37][C:38]3[O:43][C:42]([CH3:45])([CH3:44])[C:41](=[O:46])[N:40]([CH2:47][CH2:48][CH2:49][O:50][CH3:51])[C:39]=3[CH:52]=2)[C:33]([C@@H:20]2[CH2:21][C@H:22]([NH:24][C:25](=[O:32])[CH:26]([CH2:30][OH:31])[CH:27]([CH3:29])[CH3:28])[CH2:23][NH:18][CH2:19]2)=[O:56])[CH2:55][CH2:54]1. (3) Reactant: [CH3:1][O:2][C:3](=[O:31])[CH:4]=[CH:5][C:6]1[CH:11]=[CH:10][C:9]([C:12]2[CH:17]=[CH:16][C:15]([CH2:18][CH:19]([NH:23][C:24]([O:26][C:27]([CH3:30])([CH3:29])[CH3:28])=[O:25])[C:20]([OH:22])=[O:21])=[CH:14][CH:13]=2)=[CH:8][CH:7]=1.[H][H]. Product: [C:27]([O:26][C:24]([NH:23][CH:19]([CH2:18][C:15]1[CH:16]=[CH:17][C:12]([C:9]2[CH:10]=[CH:11][C:6]([CH2:5][CH2:4][C:3]([O:2][CH3:1])=[O:31])=[CH:7][CH:8]=2)=[CH:13][CH:14]=1)[C:20]([OH:22])=[O:21])=[O:25])([CH3:29])([CH3:30])[CH3:28]. The catalyst class is: 227. (4) Reactant: C(O)(=O)C.[Cl:5][C:6]1[CH:7]=[CH:8][C:9]([O:12][CH:13]2[CH2:18][CH2:17][NH:16][CH2:15][CH2:14]2)=[N:10][CH:11]=1.[OH-].[Na+]. Product: [Cl:5][C:6]1[CH:7]=[CH:8][C:9]([O:12][CH:13]2[CH2:18][CH2:17][NH:16][CH2:15][CH2:14]2)=[N:10][CH:11]=1. The catalyst class is: 11. (5) Reactant: [Cl:1][C:2]1[N:7]=[C:6]([C:8]2[CH:9]=[N:10][CH:11]=[C:12]([Cl:14])[CH:13]=2)[C:5]2[N:15]([CH2:27][C@H:28]3[CH2:33][CH2:32][C@H:31]([CH3:34])[CH2:30][CH2:29]3)[C:16]([CH:18]([C:20]3[C:25]([F:26])=[CH:24][CH:23]=[CH:22][N:21]=3)[OH:19])=[N:17][C:4]=2[CH:3]=1.CC(OI1(OC(C)=O)(OC(C)=O)OC(=O)C2C=CC=CC1=2)=O. Product: [Cl:1][C:2]1[CH:3]=[C:4]2[N:17]=[C:16]([C:18]([C:20]3[C:25]([F:26])=[CH:24][CH:23]=[CH:22][N:21]=3)=[O:19])[N:15]([CH2:27][C@H:28]3[CH2:29][CH2:30][C@H:31]([CH3:34])[CH2:32][CH2:33]3)[C:5]2=[C:6]([C:8]2[CH:9]=[N:10][CH:11]=[C:12]([Cl:14])[CH:13]=2)[N:7]=1. The catalyst class is: 4. (6) Reactant: [CH3:1][O:2][CH2:3][CH2:4]Br.[C:6]([O:10][C:11]([NH:13][C:14]([CH3:27])([CH3:26])[CH2:15][C:16]1[NH:20][N:19]=[C:18]([C:21]([O:23][CH2:24][CH3:25])=[O:22])[CH:17]=1)=[O:12])([CH3:9])([CH3:8])[CH3:7].O.NN.C(O)(=O)C(O)=O.C(NN)CC.CC(C)([O-])C.[Na+]. Product: [C:6]([O:10][C:11]([NH:13][C:14]([CH3:26])([CH3:27])[CH2:15][C:16]1[N:20]([CH2:4][CH2:3][O:2][CH3:1])[N:19]=[C:18]([C:21]([O:23][CH2:24][CH3:25])=[O:22])[CH:17]=1)=[O:12])([CH3:8])([CH3:9])[CH3:7]. The catalyst class is: 8. (7) Reactant: [CH3:1][C:2]1[C:3]([CH:8]2[CH2:13][CH2:12][CH2:11][CH:10]([C:14]3[C:19]([CH3:20])=[CH:18][CH:17]=[CH:16][N:15]=3)[N:9]2[CH2:21][C:22]2[CH:29]=[CH:28][C:25]([C:26]#[N:27])=[CH:24][C:23]=2[CH2:30][OH:31])=[N:4][CH:5]=[CH:6][CH:7]=1. Product: [NH4+:4].[OH-:31].[NH2:27][CH2:26][C:25]1[CH:28]=[CH:29][C:22]([CH2:21][N:9]2[CH:10]([C:14]3[C:19]([CH3:20])=[CH:18][CH:17]=[CH:16][N:15]=3)[CH2:11][CH2:12][CH2:13][CH:8]2[C:3]2[C:2]([CH3:1])=[CH:7][CH:6]=[CH:5][N:4]=2)=[C:23]([CH2:30][OH:31])[CH:24]=1. The catalyst class is: 5.